This data is from Full USPTO retrosynthesis dataset with 1.9M reactions from patents (1976-2016). The task is: Predict the reactants needed to synthesize the given product. (1) Given the product [F:19][CH:17]([F:18])[C:9]1[N:8]([C:6]2[N:7]=[C:2]([N:34]3[CH2:33][CH2:32][N:31]([S:28]([CH2:26][CH3:27])(=[O:29])=[O:30])[CH2:36][CH2:35]3)[N:3]=[C:4]([N:20]3[CH2:25][CH2:24][O:23][CH2:22][CH2:21]3)[N:5]=2)[C:12]2[CH:13]=[CH:14][CH:15]=[CH:16][C:11]=2[N:10]=1, predict the reactants needed to synthesize it. The reactants are: Cl[C:2]1[N:7]=[C:6]([N:8]2[C:12]3[CH:13]=[CH:14][CH:15]=[CH:16][C:11]=3[N:10]=[C:9]2[CH:17]([F:19])[F:18])[N:5]=[C:4]([N:20]2[CH2:25][CH2:24][O:23][CH2:22][CH2:21]2)[N:3]=1.[CH2:26]([S:28]([N:31]1[CH2:36][CH2:35][NH:34][CH2:33][CH2:32]1)(=[O:30])=[O:29])[CH3:27]. (2) Given the product [Cl:1][C:2]1[C:3]([C:17]2[CH:22]=[C:21]([Cl:23])[CH:20]=[CH:19][C:18]=2[C:24]#[N:25])=[CH:4][C:5](=[O:16])[N:6]([CH:8]([CH2:12][CH2:13][O:14][CH3:15])[C:9]([NH:35][C:33]2[CH:32]=[CH:31][C:30]3[N:29]([CH:28]=[N:27][CH:26]=3)[CH:34]=2)=[O:10])[CH:7]=1, predict the reactants needed to synthesize it. The reactants are: [Cl:1][C:2]1[C:3]([C:17]2[CH:22]=[C:21]([Cl:23])[CH:20]=[CH:19][C:18]=2[C:24]#[N:25])=[CH:4][C:5](=[O:16])[N:6]([CH:8]([CH2:12][CH2:13][O:14][CH3:15])[C:9](O)=[O:10])[CH:7]=1.[CH:26]1[N:27]=[CH:28][N:29]2[CH:34]=[C:33]([NH2:35])[CH:32]=[CH:31][C:30]=12. (3) Given the product [CH:37]1([C:33]2[CH:34]=[C:35]([CH3:36])[C:30]([N:27]3[CH2:28][CH2:29][N:24]([C:22]([C:11]4[CH:12]=[CH:13][C:14]([N:16]5[CH2:20][CH2:19][CH2:18][C:17]5=[O:21])=[CH:15][C:10]=4[C:9]([NH:8][CH3:6])=[O:40])=[O:23])[CH2:25][CH2:26]3)=[N:31][CH:32]=2)[CH2:39][CH2:38]1, predict the reactants needed to synthesize it. The reactants are: C(O[C:6]([N:8](C(OC(C)(C)C)=O)[C:9](=[O:40])[C:10]1[CH:15]=[C:14]([N:16]2[CH2:20][CH2:19][CH2:18][C:17]2=[O:21])[CH:13]=[CH:12][C:11]=1[C:22]([N:24]1[CH2:29][CH2:28][N:27]([C:30]2[C:35]([CH3:36])=[CH:34][C:33]([CH:37]3[CH2:39][CH2:38]3)=[CH:32][N:31]=2)[CH2:26][CH2:25]1)=[O:23])=O)(C)(C)C.O1CCCC1.CN. (4) Given the product [Br:17][C:14]1[CH:13]=[CH:12][C:11]([N:7]2[C:6]([C:18]([NH:20][CH3:21])=[O:19])=[C:5]3[C:9]([CH:10]=[C:2]([NH:1][S:35]([CH3:34])(=[O:37])=[O:36])[C:3]([CH:22]4[CH2:24][CH2:23]4)=[CH:4]3)=[N:8]2)=[CH:16][CH:15]=1, predict the reactants needed to synthesize it. The reactants are: [NH2:1][C:2]1[C:3]([CH:22]2[CH2:24][CH2:23]2)=[CH:4][C:5]2[C:9]([CH:10]=1)=[N:8][N:7]([C:11]1[CH:16]=[CH:15][C:14]([Br:17])=[CH:13][CH:12]=1)[C:6]=2[C:18]([NH:20][CH3:21])=[O:19].CCN(C(C)C)C(C)C.[CH3:34][S:35](Cl)(=[O:37])=[O:36].[OH-].[K+].Cl. (5) The reactants are: [NH2:1][C:2]1[C:11]2[N:12]=[C:13]3[CH2:18][O:17][CH2:16][C@H:15]([CH3:19])[N:14]3[C:10]=2[C:9]2[C:4](=[CH:5][C:6](/[CH:20]=[CH:21]/[C:22]([N:24]([CH3:26])[CH3:25])=[O:23])=[CH:7][CH:8]=2)[N:3]=1.C(Cl)(Cl)Cl. Given the product [NH2:1][C:2]1[C:11]2[N:12]=[C:13]3[CH2:18][O:17][CH2:16][C@H:15]([CH3:19])[N:14]3[C:10]=2[C:9]2[C:4](=[CH:5][C:6]([CH2:20][CH2:21][C:22]([N:24]([CH3:26])[CH3:25])=[O:23])=[CH:7][CH:8]=2)[N:3]=1, predict the reactants needed to synthesize it. (6) Given the product [O:6]1[CH:10]=[CH:9][CH:8]=[C:7]1[C:11]1[CH:12]=[C:13]2[C:17](=[CH:18][C:19]=1[C:20]1[CH:21]=[CH:22][C:23]([OH:26])=[CH:24][CH:25]=1)[NH:16][N:15]=[C:14]2[NH:34][C:35](=[O:39])[CH2:36][CH2:37][CH3:38], predict the reactants needed to synthesize it. The reactants are: C[Si](I)(C)C.[O:6]1[CH:10]=[CH:9][CH:8]=[C:7]1[C:11]1[CH:12]=[C:13]2[C:17](=[CH:18][C:19]=1[C:20]1[CH:25]=[CH:24][C:23]([O:26]CC3C=CC=CC=3)=[CH:22][CH:21]=1)[NH:16][N:15]=[C:14]2[NH:34][C:35](=[O:39])[CH2:36][CH2:37][CH3:38].